Dataset: Reaction yield outcomes from USPTO patents with 853,638 reactions. Task: Predict the reaction yield, written as a fraction of the theoretical maximum amount of product (1.0 means a 100% yield; for example, 0.34 means a 34% yield). (1) The reactants are C(OC([N:8]1[CH2:11][CH:10]([N:12]2[CH2:15][C:14]([F:17])([F:16])[CH2:13]2)[CH2:9]1)=O)(C)(C)C. The catalyst is C(Cl)Cl.C(O)(C(F)(F)F)=O. The product is [F:16][C:14]1([F:17])[CH2:15][N:12]([CH:10]2[CH2:11][NH:8][CH2:9]2)[CH2:13]1. The yield is 0.370. (2) The reactants are [N:1]1[CH:6]=[CH:5][CH:4]=[C:3]([N:7]2[CH2:13][CH:12]3[CH:8]2[CH2:9][NH:10][CH2:11]3)[CH:2]=1.[C:14]([OH:21])(=[O:20])/[CH:15]=[CH:16]/[C:17]([OH:19])=[O:18]. The catalyst is CO.C(OC(=O)C)(C)C. The product is [C:14]([OH:21])(=[O:20])/[CH:15]=[CH:16]/[C:17]([OH:19])=[O:18].[N:1]1[CH:6]=[CH:5][CH:4]=[C:3]([N:7]2[CH2:13][C@@H:12]3[C@H:8]2[CH2:9][NH:10][CH2:11]3)[CH:2]=1. The yield is 0.440. (3) The reactants are Cl.[Cl:2][C:3]1[C:8]([C:9]([NH2:11])=[NH:10])=[CH:7][N:6]=[C:5]([O:12][CH3:13])[CH:4]=1.C(=O)(O)[O-].[K+].Br[CH2:20][C:21]([C:23]1[N:24]([CH:29]([CH3:31])[CH3:30])[N:25]=[C:26]([CH3:28])[N:27]=1)=O. The catalyst is C1COCC1.O. The product is [Cl:2][C:3]1[C:8]([C:9]2[NH:11][CH:20]=[C:21]([C:23]3[N:24]([CH:29]([CH3:31])[CH3:30])[N:25]=[C:26]([CH3:28])[N:27]=3)[N:10]=2)=[CH:7][N:6]=[C:5]([O:12][CH3:13])[CH:4]=1. The yield is 0.970. (4) The reactants are [Br:1][C:2]1[CH:20]=[CH:19][C:5]([CH2:6][N:7]2[C:15]3[C:10](=[CH:11][C:12]([O:16][CH3:17])=[CH:13][CH:14]=3)[CH:9]=[C:8]2[CH3:18])=[CH:4][CH:3]=1.ClC(Cl)C(O)=O.[CH2:27]([C@@H:34]1N[C@H](C(C)(C)C)N(C)[C:35]1=[O:44])[C:28]1C=CC=CC=1.C(=O)/C=C/C. The catalyst is C(O)(C)C.C(Cl)Cl. The product is [Br:1][C:2]1[CH:20]=[CH:19][C:5]([CH2:6][N:7]2[C:15]3[C:10](=[CH:11][C:12]([O:16][CH3:17])=[CH:13][CH:14]=3)[C:9]([C@H:27]([CH3:28])[CH2:34][CH:35]=[O:44])=[C:8]2[CH3:18])=[CH:4][CH:3]=1. The yield is 0.840.